Dataset: Full USPTO retrosynthesis dataset with 1.9M reactions from patents (1976-2016). Task: Predict the reactants needed to synthesize the given product. (1) Given the product [S:31]1[C:32]2[CH:38]=[CH:37][CH:36]=[CH:35][C:33]=2[N:34]=[C:30]1[C:2]1[N:3]([C:18]2[CH:23]=[CH:22][C:21]([Cl:24])=[CH:20][CH:19]=2)[C:4](=[O:17])[C:5]2[CH:10]=[N:9][N:8]([C:11]3[CH:16]=[CH:15][CH:14]=[CH:13][CH:12]=3)[C:6]=2[N:7]=1, predict the reactants needed to synthesize it. The reactants are: Cl[C:2]1[N:3]([C:18]2[CH:23]=[CH:22][C:21]([Cl:24])=[CH:20][CH:19]=2)[C:4](=[O:17])[C:5]2[CH:10]=[N:9][N:8]([C:11]3[CH:16]=[CH:15][CH:14]=[CH:13][CH:12]=3)[C:6]=2[N:7]=1.C([Sn](CCCC)(CCCC)[C:30]1[S:31][C:32]2[CH:38]=[CH:37][CH:36]=[CH:35][C:33]=2[N:34]=1)CCC. (2) Given the product [CH3:9][C:1]1[CH:6]=[CH:5][C:4]([CH:7]=[CH:10][C:11](=[O:12])[CH3:13])=[CH:3][CH:2]=1, predict the reactants needed to synthesize it. The reactants are: [C:1]1([CH3:9])[CH:6]=[CH:5][C:4]([CH:7]=O)=[CH:3][CH:2]=1.[CH3:10][C:11]([CH3:13])=[O:12].[OH-].[Na+]. (3) Given the product [CH2:17]([C:11]1([CH2:10][OH:9])[O:16][CH2:15][CH2:14][CH2:13][O:12]1)[CH3:18], predict the reactants needed to synthesize it. The reactants are: C([O:9][CH2:10][C:11]1([CH2:17][CH3:18])[O:16][CH2:15][CH2:14][CH2:13][O:12]1)(=O)C1C=CC=CC=1.C(=O)([O-])[O-].[K+].[K+].O1CCCC1.[OH-].[Na+]. (4) Given the product [Cl:1][C:2]1[CH:3]=[C:4]([CH:18]=[CH:19][C:20]=1[O:21][CH3:22])[CH2:5][NH:6][C:7]1[C:12]([C:13]([OH:15])=[O:14])=[CH:11][N:10]=[C:9]([S:16]([CH3:17])=[O:31])[N:8]=1, predict the reactants needed to synthesize it. The reactants are: [Cl:1][C:2]1[CH:3]=[C:4]([CH:18]=[CH:19][C:20]=1[O:21][CH3:22])[CH2:5][NH:6][C:7]1[C:12]([C:13]([OH:15])=[O:14])=[CH:11][N:10]=[C:9]([S:16][CH3:17])[N:8]=1.C1C=C(Cl)C=C(C(OO)=[O:31])C=1.O. (5) Given the product [CH2:27]([NH:30][C:31](=[O:32])[NH:1][C:2]1[N:7]=[CH:6][C:5]([C:8]2[CH:9]=[N:10][CH:11]=[C:12]([C:14]([O:16][CH3:17])=[O:15])[CH:13]=2)=[C:4]([C:18]2[S:19][CH:20]=[C:21]([C:23]([F:26])([F:25])[F:24])[N:22]=2)[CH:3]=1)[CH2:28][CH3:29], predict the reactants needed to synthesize it. The reactants are: [NH2:1][C:2]1[N:7]=[CH:6][C:5]([C:8]2[CH:9]=[N:10][CH:11]=[C:12]([C:14]([O:16][CH3:17])=[O:15])[CH:13]=2)=[C:4]([C:18]2[S:19][CH:20]=[C:21]([C:23]([F:26])([F:25])[F:24])[N:22]=2)[CH:3]=1.[CH2:27]([N:30]=[C:31]=[O:32])[CH2:28][CH3:29]. (6) Given the product [C:36]([NH:35][C:33]1[N:34]=[C:8]([NH:12][C:13]([C:15]2[CH:16]=[CH:17][C:18]3[CH:19]=[C:20]4[C:27](=[O:28])[NH:26][CH2:25][CH2:24][N:21]4[C:22]=3[CH:23]=2)=[O:14])[S:31][CH:32]=1)(=[O:39])[CH:37]=[CH2:38], predict the reactants needed to synthesize it. The reactants are: C(NC1C=[C:8]([NH:12][C:13]([C:15]2[CH:16]=[CH:17][C:18]3[CH:19]=[C:20]4[C:27](=[O:28])[NH:26][CH2:25][CH2:24][N:21]4[C:22]=3[CH:23]=2)=[O:14])C=CC=1)(=O)C=C.NC1[S:31][CH:32]=[C:33]([NH:35][C:36](=[O:39])[CH:37]=[CH2:38])[N:34]=1. (7) The reactants are: [NH2:1][CH2:2][CH:3]1[C:7]2[CH:8]=[C:9]([C:12]3[C:20]4[C:15](=[CH:16][C:17]([F:21])=[CH:18][CH:19]=4)[NH:14][CH:13]=3)[CH:10]=[CH:11][C:6]=2[S:5](=[O:23])(=[O:22])[N:4]1[C:24]([CH3:27])([CH3:26])[CH3:25].CCN(C(C)C)C(C)C.[C:37](Cl)(=[O:39])[CH3:38]. Given the product [C:24]([N:4]1[CH:3]([CH2:2][NH:1][C:37](=[O:39])[CH3:38])[C:7]2[CH:8]=[C:9]([C:12]3[C:20]4[C:15](=[CH:16][C:17]([F:21])=[CH:18][CH:19]=4)[NH:14][CH:13]=3)[CH:10]=[CH:11][C:6]=2[S:5]1(=[O:23])=[O:22])([CH3:27])([CH3:26])[CH3:25], predict the reactants needed to synthesize it.